Dataset: Forward reaction prediction with 1.9M reactions from USPTO patents (1976-2016). Task: Predict the product of the given reaction. (1) Given the reactants C([O:5][C:6]([C:8]1[C:13]([O:14][CH2:15][C:16]2[CH:21]=[CH:20][CH:19]=[CH:18][CH:17]=2)=[C:12]([OH:22])[N:11]=[C:10]([CH2:23][C:24]2[CH:29]=[CH:28][CH:27]=[CH:26][C:25]=2[Br:30])[N:9]=1)=[O:7])(C)(C)C.C(OC1C(C(O)=O)=NC(CC2C=CC=C(Cl)C=2Cl)=NC=1O)C1C=CC=CC=1, predict the reaction product. The product is: [CH2:15]([O:14][C:13]1[C:8]([C:6]([OH:7])=[O:5])=[N:9][C:10]([CH2:23][C:24]2[CH:29]=[CH:28][CH:27]=[CH:26][C:25]=2[Br:30])=[N:11][C:12]=1[OH:22])[C:16]1[CH:21]=[CH:20][CH:19]=[CH:18][CH:17]=1. (2) Given the reactants I[C:2]1[CH:3]=[C:4]2[C:9](=[CH:10][CH:11]=1)[N:8]([CH2:12][C@@H:13]1[CH2:18][CH2:17][CH2:16][NH:15][CH2:14]1)[CH:7]=[C:6]([C:19]([O:21]CC)=[O:20])[C:5]2=[O:24].[CH2:25]([NH:27][C:28]([NH:30][C:31]1[CH:36]=[C:35]([C:37]2[S:38][CH:39]=[C:40]([C:42]([F:45])([F:44])[F:43])[N:41]=2)[C:34](B2OC(C)(C)C(C)(C)O2)=[CH:33][N:32]=1)=[O:29])[CH3:26].C(=O)([O-])[O-].[Cs+].[Cs+].[OH-].[Li+], predict the reaction product. The product is: [CH2:25]([NH:27][C:28](=[O:29])[NH:30][C:31]1[N:32]=[CH:33][C:34]([C:2]2[CH:3]=[C:4]3[C:9](=[CH:10][CH:11]=2)[N:8]([CH2:12][C@@H:13]2[CH2:18][CH2:17][CH2:16][NH:15][CH2:14]2)[CH:7]=[C:6]([C:19]([OH:21])=[O:20])[C:5]3=[O:24])=[C:35]([C:37]2[S:38][CH:39]=[C:40]([C:42]([F:43])([F:44])[F:45])[N:41]=2)[CH:36]=1)[CH3:26]. (3) Given the reactants [CH3:1][C:2]1[CH:3]=[C:4]([CH:21]=[C:22]([CH3:33])[C:23]=1[N:24]1[CH:28]=[C:27]([C:29]([F:32])([F:31])[F:30])[CH:26]=[N:25]1)[O:5][C@H:6]([C:10]1[CH:20]=[CH:19][C:13]([C:14]([O:16]CC)=[O:15])=[CH:12][CH:11]=1)[CH2:7][CH2:8][CH3:9].O.O1CCCC1.O.[OH-].[Li+], predict the reaction product. The product is: [CH3:1][C:2]1[CH:3]=[C:4]([CH:21]=[C:22]([CH3:33])[C:23]=1[N:24]1[CH:28]=[C:27]([C:29]([F:30])([F:32])[F:31])[CH:26]=[N:25]1)[O:5][C@H:6]([C:10]1[CH:11]=[CH:12][C:13]([C:14]([OH:16])=[O:15])=[CH:19][CH:20]=1)[CH2:7][CH2:8][CH3:9]. (4) Given the reactants [CH3:1][Mg]Br.[CH3:4][C:5]([CH3:45])([CH3:44])[CH2:6][C:7]1[N:8]=[C:9]([C:18](=[O:43])[CH2:19][C:20]2[CH:25]=[CH:24][C:23]([N:26]3[CH2:31][CH2:30][CH2:29][C:28]4[CH:32]=[N:33][N:34]([CH2:35][O:36][CH2:37][CH2:38][Si:39]([CH3:42])([CH3:41])[CH3:40])[C:27]3=4)=[CH:22][CH:21]=2)[N:10]([S:12]([N:15]([CH3:17])[CH3:16])(=[O:14])=[O:13])[CH:11]=1, predict the reaction product. The product is: [CH3:4][C:5]([CH3:45])([CH3:44])[CH2:6][C:7]1[N:8]=[C:9]([C:18]([OH:43])([CH3:1])[CH2:19][C:20]2[CH:21]=[CH:22][C:23]([N:26]3[CH2:31][CH2:30][CH2:29][C:28]4[CH:32]=[N:33][N:34]([CH2:35][O:36][CH2:37][CH2:38][Si:39]([CH3:41])([CH3:42])[CH3:40])[C:27]3=4)=[CH:24][CH:25]=2)[N:10]([S:12]([N:15]([CH3:16])[CH3:17])(=[O:13])=[O:14])[CH:11]=1.